From a dataset of Reaction yield outcomes from USPTO patents with 853,638 reactions. Predict the reaction yield, written as a fraction of the theoretical maximum amount of product (1.0 means a 100% yield; for example, 0.34 means a 34% yield). The reactants are Cl[C@H:2]([C@H:8]([OH:12])[CH2:9][CH2:10][CH3:11])[C:3]([O:5][CH2:6][CH3:7])=[O:4].C(O)C.C(=O)([O-])[O-].[K+].[K+]. The catalyst is C(OC)(C)(C)C. The product is [CH2:9]([C@H:8]1[O:12][C@@H:2]1[C:3]([O:5][CH2:6][CH3:7])=[O:4])[CH2:10][CH3:11]. The yield is 1.00.